From a dataset of Full USPTO retrosynthesis dataset with 1.9M reactions from patents (1976-2016). Predict the reactants needed to synthesize the given product. (1) Given the product [OH:42][C@@H:34]1[CH2:35][C:36]2[C:41](=[CH:40][CH:39]=[CH:38][CH:37]=2)[C@@H:33]1[NH:32][C:118]([C@@H:113]([NH:112][C:111]([N:88]1[CH2:89][C@H:90]([O:92][C:93]2[C:102]3[C:97](=[CH:98][C:99]([O:103][CH3:104])=[CH:100][CH:101]=3)[N:96]=[C:95]([C:105]3[CH:106]=[CH:107][CH:108]=[CH:109][CH:110]=3)[CH:94]=2)[CH2:91][C@H:87]1[C:85]([NH:84][C@:79]1([C:77]([OH:78])=[O:76])[CH2:81][C@H:80]1[CH:82]=[CH2:83])=[O:86])=[O:131])[CH:114]([CH3:116])[CH3:115])=[O:130], predict the reactants needed to synthesize it. The reactants are: C(OC(N[C@@H](C(C)C)C(O)=O)=O)(C)(C)C.C(OC(NC(C(C)(C)C)C(O)=O)=O)(C)(C)C.[NH2:32][C@H:33]1[C:41]2[C:36](=[CH:37][CH:38]=[CH:39][CH:40]=2)[CH2:35][C@H:34]1[OH:42].C(OC(=O)NC(C(=O)NC1C2C(=CC=CC=2)CC1O)C(C)(C)C)(C)(C)C.ClNC(=O)[O-].C([O:76][C:77]([C:79]1([NH:84][C:85]([CH:87]2[CH2:91][CH:90]([O:92][C:93]3[C:102]4[C:97](=[CH:98][C:99]([O:103][CH3:104])=[CH:100][CH:101]=4)[N:96]=[C:95]([C:105]4[CH:110]=[CH:109][CH:108]=[CH:107][CH:106]=4)[CH:94]=3)[CH2:89][N:88]2[C:111](=[O:131])[NH:112][CH:113]([C:118](=[O:130])NC2C3C(=CC=CC=3)CC2O)[C:114](C)([CH3:116])[CH3:115])=[O:86])[CH2:81][CH:80]1[CH:82]=[CH2:83])=[O:78])C. (2) Given the product [CH3:1][C:2]1[CH:11]=[CH:10][C:9]2[C:4](=[CH:5][CH:6]=[C:7]([NH:12][C:13]3[C:18]([N+:19]([O-:21])=[O:20])=[CH:17][N:16]=[C:15]([NH:22][C@@H:23]4[CH2:27][CH2:26][C@@H:25]([C:28]([NH2:33])=[O:30])[CH2:24]4)[N:14]=3)[CH:8]=2)[N:3]=1, predict the reactants needed to synthesize it. The reactants are: [CH3:1][C:2]1[CH:11]=[CH:10][C:9]2[C:4](=[CH:5][CH:6]=[C:7]([NH:12][C:13]3[C:18]([N+:19]([O-:21])=[O:20])=[CH:17][N:16]=[C:15]([NH:22][C@@H:23]4[CH2:27][CH2:26][C@@H:25]([C:28]([OH:30])=O)[CH2:24]4)[N:14]=3)[CH:8]=2)[N:3]=1.Cl.C[N:33](C)CCCN=C=NCC.O.ON1C2C=CC=CC=2N=N1.N.O1CCOCC1.